Dataset: Peptide-MHC class I binding affinity with 185,985 pairs from IEDB/IMGT. Task: Regression. Given a peptide amino acid sequence and an MHC pseudo amino acid sequence, predict their binding affinity value. This is MHC class I binding data. (1) The peptide sequence is AMYYRRTER. The MHC is HLA-A24:02 with pseudo-sequence HLA-A24:02. The binding affinity (normalized) is 0.0847. (2) The peptide sequence is LLLAGTPAV. The MHC is HLA-A02:01 with pseudo-sequence HLA-A02:01. The binding affinity (normalized) is 0.740.